Dataset: Full USPTO retrosynthesis dataset with 1.9M reactions from patents (1976-2016). Task: Predict the reactants needed to synthesize the given product. (1) The reactants are: [Cl:1][C:2]1[C:3](=[O:12])[N:4]([CH2:9][O:10][CH3:11])[N:5]=[CH:6][C:7]=1Cl.[CH3:13][O-:14].[Na+]. Given the product [Cl:1][C:2]1[C:3](=[O:12])[N:4]([CH2:9][O:10][CH3:11])[N:5]=[CH:6][C:7]=1[O:14][CH3:13], predict the reactants needed to synthesize it. (2) Given the product [BrH:10].[Br:10][CH2:8][C:7]1[CH:6]=[CH:5][N:4]=[CH:3][C:2]=1[Cl:1], predict the reactants needed to synthesize it. The reactants are: [Cl:1][C:2]1[CH:3]=[N:4][CH:5]=[CH:6][C:7]=1[CH2:8]O.[Br:10]P(Br)Br.